This data is from Catalyst prediction with 721,799 reactions and 888 catalyst types from USPTO. The task is: Predict which catalyst facilitates the given reaction. (1) Reactant: C([O:5][C:6](=[O:46])[CH2:7][CH2:8][N:9](C(OC(C)(C)C)=O)[CH2:10][C:11]([N:13]1[C:21]2[C:16](=[CH:17][C:18]([O:22][CH2:23][C:24]3[CH:29]=[CH:28][C:27]([CH2:30][CH:31]([CH3:33])[CH3:32])=[C:26]([O:34][C:35]([F:38])([F:37])[F:36])[CH:25]=3)=[CH:19][CH:20]=2)[CH2:15][CH2:14]1)=[O:12])(C)(C)C.[C:47]([OH:53])([C:49]([F:52])([F:51])[F:50])=[O:48]. The catalyst class is: 4. Product: [OH:53][C:47]([C:49]([F:52])([F:51])[F:50])=[O:48].[CH2:30]([C:27]1[CH:28]=[CH:29][C:24]([CH2:23][O:22][C:18]2[CH:17]=[C:16]3[C:21](=[CH:20][CH:19]=2)[N:13]([C:11](=[O:12])[CH2:10][NH:9][CH2:8][CH2:7][C:6]([OH:46])=[O:5])[CH2:14][CH2:15]3)=[CH:25][C:26]=1[O:34][C:35]([F:38])([F:36])[F:37])[CH:31]([CH3:33])[CH3:32]. (2) Reactant: [CH2:1]([NH2:5])[CH:2]([CH3:4])[CH3:3].[C-:6]#[N:7].[Na+].[F:9][C:10]1[CH:17]=[CH:16][CH:15]=[C:14]([F:18])[C:11]=1[CH:12]=O. Product: [F:9][C:10]1[CH:17]=[CH:16][CH:15]=[C:14]([F:18])[C:11]=1[CH:12]([NH:5][CH2:1][CH:2]([CH3:4])[CH3:3])[C:6]#[N:7]. The catalyst class is: 72. (3) Reactant: [CH:1]1([N:6]2[CH2:12][C:11]([F:14])([F:13])[C:10](=[O:15])[N:9]([CH3:16])[C:8]3[CH:17]=[N:18][C:19]([NH:21][C:22]4[CH:30]=[CH:29][C:25]([C:26]([OH:28])=O)=[CH:24][C:23]=4[CH3:31])=[N:20][C:7]2=3)[CH2:5][CH2:4][CH2:3][CH2:2]1.ON1C2C=CC=CC=2N=N1.F[P-](F)(F)(F)(F)F.CN(C(N(C)C)=[N+]1C2C=CC=CC=2[N+]([O-])=N1)C.C(N(C(C)C)CC)(C)C.[NH2:75][CH:76]1[CH2:81][CH2:80][N:79]([C:82]([O:84][C:85]([CH3:88])([CH3:87])[CH3:86])=[O:83])[CH2:78][CH2:77]1. Product: [C:85]([O:84][C:82]([N:79]1[CH2:80][CH2:81][CH:76]([NH:75][C:26](=[O:28])[C:25]2[CH:29]=[CH:30][C:22]([NH:21][C:19]3[N:18]=[CH:17][C:8]4[N:9]([CH3:16])[C:10](=[O:15])[C:11]([F:13])([F:14])[CH2:12][N:6]([CH:1]5[CH2:2][CH2:3][CH2:4][CH2:5]5)[C:7]=4[N:20]=3)=[C:23]([CH3:31])[CH:24]=2)[CH2:77][CH2:78]1)=[O:83])([CH3:88])([CH3:86])[CH3:87]. The catalyst class is: 9. (4) Reactant: [Cl:1][C:2]1[CH:7]=[C:6]([CH2:8][OH:9])[CH:5]=[C:4]([O:10][CH3:11])[N:3]=1.[Si:12](Cl)([C:15]([CH3:18])([CH3:17])[CH3:16])([CH3:14])[CH3:13].N1C=CN=C1.O. Product: [Cl:1][C:2]1[CH:7]=[C:6]([CH2:8][O:9][Si:12]([C:15]([CH3:18])([CH3:17])[CH3:16])([CH3:14])[CH3:13])[CH:5]=[C:4]([O:10][CH3:11])[N:3]=1. The catalyst class is: 3.